This data is from Full USPTO retrosynthesis dataset with 1.9M reactions from patents (1976-2016). The task is: Predict the reactants needed to synthesize the given product. (1) The reactants are: [Cl:1][C:2]1[N:7]2[N:8]=[C:9]([C:11]3[CH:20]=[CH:19][C:18]4[CH2:17][CH2:16][CH2:15][CH2:14][C:13]=4[CH:12]=3)[CH:10]=[C:6]2[N:5]=[C:4]([CH3:21])[C:3]=1[C:22](=[O:27])[C:23]([O:25][CH3:26])=[O:24].CB1N2CCC[C@@H]2C(C2C=CC=CC=2)(C2C=CC=CC=2)O1.C1(C)C=CC=CC=1.C1COCC1. Given the product [Cl:1][C:2]1[N:7]2[N:8]=[C:9]([C:11]3[CH:20]=[CH:19][C:18]4[CH2:17][CH2:16][CH2:15][CH2:14][C:13]=4[CH:12]=3)[CH:10]=[C:6]2[N:5]=[C:4]([CH3:21])[C:3]=1[C@H:22]([OH:27])[C:23]([O:25][CH3:26])=[O:24], predict the reactants needed to synthesize it. (2) The reactants are: [N+]([C:4]1[CH:13]=[CH:12][C:11]2[C:6](=[CH:7][CH:8]=[CH:9][CH:10]=2)[N:5]=1)([O-])=O.[C:14](CC(OCC)=O)#[N:15].[OH-].[K+].C[N:25](C)C=O. Given the product [NH2:25][C:9]1[CH:8]=[CH:7][C:6]2[N:5]=[CH:4][CH:13]=[CH:12][C:11]=2[C:10]=1[C:14]#[N:15], predict the reactants needed to synthesize it. (3) Given the product [Cl:34][C:31]1[CH:32]=[CH:33][C:28]([N:20]2[C:19]([CH:12]([CH:13]3[CH2:18][CH2:17][CH2:16][CH2:15][CH2:14]3)[CH2:11][S:10][C:7]3[CH:6]=[CH:5][C:4]([C:3]([OH:35])=[O:2])=[CH:9][CH:8]=3)=[C:27]3[C:22]([CH2:23][CH2:24][CH2:25][CH2:26]3)=[N:21]2)=[CH:29][CH:30]=1, predict the reactants needed to synthesize it. The reactants are: C[O:2][C:3](=[O:35])[C:4]1[CH:9]=[CH:8][C:7]([S:10][CH2:11][CH:12]([C:19]2[N:20]([C:28]3[CH:33]=[CH:32][C:31]([Cl:34])=[CH:30][CH:29]=3)[N:21]=[C:22]3[C:27]=2[CH2:26][CH2:25][CH2:24][CH2:23]3)[CH:13]2[CH2:18][CH2:17][CH2:16][CH2:15][CH2:14]2)=[CH:6][CH:5]=1.[OH-].[Na+]. (4) Given the product [O:9]=[C:8]1[N:10]2[CH2:15][CH2:14][N:13]([C:16]([O:18][C:19]([CH3:22])([CH3:20])[CH3:21])=[O:17])[CH2:12][CH:11]2[CH2:23][N:1]1[C:2]1[CH:7]=[CH:6][CH:5]=[CH:4][CH:3]=1, predict the reactants needed to synthesize it. The reactants are: [NH:1]([C:8]([N:10]1[CH2:15][CH2:14][N:13]([C:16]([O:18][C:19]([CH3:22])([CH3:21])[CH3:20])=[O:17])[CH2:12][CH:11]1[CH2:23]O)=[O:9])[C:2]1[CH:7]=[CH:6][CH:5]=[CH:4][CH:3]=1.C1(P(C2C=CC=CC=2)C2C=CC=CC=2)C=CC=CC=1.N(C(OCC)=O)=NC(OCC)=O.C1(C)C=CC=CC=1.O. (5) Given the product [C:16]([O:15][CH2:14][C@:10]([CH3:22])([CH2:9][C@H:8]([NH:23][C:24]([C:26]1[NH:27][N:28]=[N:29][CH:30]=1)=[O:25])[CH2:7][C:4]1[CH:5]=[CH:6][C:1]([C:31]2[CH:32]=[CH:33][CH:34]=[CH:35][CH:36]=2)=[CH:2][CH:3]=1)[C:11]([OH:13])=[O:12])(=[O:17])[CH3:21], predict the reactants needed to synthesize it. The reactants are: [C:1]1([C:31]2[CH:36]=[CH:35][CH:34]=[CH:33][CH:32]=2)[CH:6]=[CH:5][C:4]([CH2:7][C@@H:8]([NH:23][C:24]([C:26]2[N:27]=[N:28][NH:29][CH:30]=2)=[O:25])[CH2:9][C@@:10]([CH3:22])([CH2:14][O:15][CH:16]2[CH2:21]CCC[O:17]2)[C:11]([OH:13])=[O:12])=[CH:3][CH:2]=1.Cl.O1CCOCC1.CC#N.C(Cl)Cl.C(Cl)(=O)C.CCN(C(C)C)C(C)C. (6) Given the product [OH:2][C:3]1[CH:8]=[CH:7][C:6]([CH:9]=[CH:10][C:11]2[CH:16]=[CH:15][C:14]([N:17]([C:25]3[CH:26]=[CH:27][C:28]([CH3:31])=[CH:29][CH:30]=3)[C:18]3[CH:23]=[CH:22][C:21]([CH3:24])=[CH:20][CH:19]=3)=[CH:13][CH:12]=2)=[CH:5][CH:4]=1, predict the reactants needed to synthesize it. The reactants are: C[O:2][C:3]1[CH:8]=[CH:7][C:6]([CH:9]=[CH:10][C:11]2[CH:16]=[CH:15][C:14]([N:17]([C:25]3[CH:30]=[CH:29][C:28]([CH3:31])=[CH:27][CH:26]=3)[C:18]3[CH:23]=[CH:22][C:21]([CH3:24])=[CH:20][CH:19]=3)=[CH:13][CH:12]=2)=[CH:5][CH:4]=1.C([S-])C.[Na+].O.Cl.